Dataset: Full USPTO retrosynthesis dataset with 1.9M reactions from patents (1976-2016). Task: Predict the reactants needed to synthesize the given product. (1) Given the product [C:1]([O:5][C:6]([NH:8][C:9]1[CH:14]=[CH:13][CH:12]=[CH:11][C:10]=1[NH:15][C:16](=[O:24])[C:17]1[CH:22]=[CH:21][C:20]([C:33]2[CH:32]=[CH:31][CH:30]=[C:29]3[C:34]=2[N:25]=[CH:26][CH:27]=[CH:28]3)=[CH:19][CH:18]=1)=[O:7])([CH3:4])([CH3:3])[CH3:2], predict the reactants needed to synthesize it. The reactants are: [C:1]([O:5][C:6]([NH:8][C:9]1[CH:14]=[CH:13][CH:12]=[CH:11][C:10]=1[NH:15][C:16](=[O:24])[C:17]1[CH:22]=[CH:21][C:20](Br)=[CH:19][CH:18]=1)=[O:7])([CH3:4])([CH3:3])[CH3:2].[N:25]1[C:34]2[C:29](=[CH:30][CH:31]=[CH:32][C:33]=2B(O)O)[CH:28]=[CH:27][CH:26]=1.C(=O)([O-])O.[Na+]. (2) Given the product [Br:2][CH2:6][C:7]1[CH:26]=[C:25]([N+:27]([O-:29])=[O:28])[CH:24]=[CH:23][C:8]=1[O:9][C:10]1[CH:11]=[C:12]([CH2:18][C:19]([O:21][CH3:22])=[O:20])[CH:13]=[CH:14][C:15]=1[O:16][CH3:17], predict the reactants needed to synthesize it. The reactants are: P(Br)(Br)[Br:2].O[CH2:6][C:7]1[CH:26]=[C:25]([N+:27]([O-:29])=[O:28])[CH:24]=[CH:23][C:8]=1[O:9][C:10]1[CH:11]=[C:12]([CH2:18][C:19]([O:21][CH3:22])=[O:20])[CH:13]=[CH:14][C:15]=1[O:16][CH3:17].COCCOC. (3) Given the product [Cl:19][C:17]1[CH:16]=[CH:15][C:14]2[N:8]([CH2:7][C:6]([CH3:48])([CH3:49])[CH2:5][OH:4])[C:9](=[O:47])[C@H:10]([CH2:30][C:31]([NH:33][C:34]3[CH:35]=[CH:36][CH:40]=[CH:41][C:39]=3[CH2:38][CH2:37][C:52]([OH:54])=[O:50])=[O:32])[O:11][C@@H:12]([C:20]3[CH:25]=[CH:24][CH:23]=[C:22]([O:26][CH3:27])[C:21]=3[O:28][CH3:29])[C:13]=2[CH:18]=1, predict the reactants needed to synthesize it. The reactants are: C([O:4][CH2:5][C:6]([CH3:49])([CH3:48])[CH2:7][N:8]1[C:14]2[CH:15]=[CH:16][C:17]([Cl:19])=[CH:18][C:13]=2[C@H:12]([C:20]2[CH:25]=[CH:24][CH:23]=[C:22]([O:26][CH3:27])[C:21]=2[O:28][CH3:29])[O:11][C@@H:10]([CH2:30][C:31]([NH:33][C:34]2[CH:35]=[C:36]([CH2:40][CH2:41]C(OCC)=O)[CH:37]=[CH:38][CH:39]=2)=[O:32])[C:9]1=[O:47])(=O)C.[OH-:50].[Na+].[CH2:52]([OH:54])C.